Dataset: Forward reaction prediction with 1.9M reactions from USPTO patents (1976-2016). Task: Predict the product of the given reaction. Given the reactants [CH3:1][C:2](=O)[CH2:3][CH3:4].Cl.[Br:7][C:8]1[CH:13]=[CH:12][C:11]([NH:14]N)=[CH:10][CH:9]=1, predict the reaction product. The product is: [Br:7][C:8]1[CH:13]=[C:12]2[C:11](=[CH:10][CH:9]=1)[NH:14][C:3]([CH3:4])=[C:2]2[CH3:1].